Dataset: Full USPTO retrosynthesis dataset with 1.9M reactions from patents (1976-2016). Task: Predict the reactants needed to synthesize the given product. (1) Given the product [Cl:11][C:6]1[N:5]=[CH:4][C:3]([C:12]([O:14][CH2:15][CH3:16])=[O:13])=[C:2]([NH:19][CH3:17])[C:7]=1[N+:8]([O-:10])=[O:9], predict the reactants needed to synthesize it. The reactants are: Cl[C:2]1[C:7]([N+:8]([O-:10])=[O:9])=[C:6]([Cl:11])[N:5]=[CH:4][C:3]=1[C:12]([O:14][CH2:15][CH3:16])=[O:13].[CH2:17]([N:19](CC)CC)C.CN. (2) Given the product [Cl:1][C:2]1[CH:7]=[C:6]([O:8][CH3:9])[CH:5]=[CH:4][C:3]=1[C:10]1[N:14]=[N:13][N:12]([CH2:15][CH2:16][C@@:17]([CH3:32])([S:28]([CH3:31])(=[O:30])=[O:29])[C:18]([NH:20][O:21][CH:22]2[CH2:27][CH2:26][CH2:25][CH2:24][O:23]2)=[O:19])[CH:11]=1, predict the reactants needed to synthesize it. The reactants are: [Cl:1][C:2]1[CH:7]=[C:6]([O:8][CH3:9])[CH:5]=[CH:4][C:3]=1[C:10]#[CH:11].[N:12]([CH2:15][CH2:16][C@@:17]([CH3:32])([S:28]([CH3:31])(=[O:30])=[O:29])[C:18]([NH:20][O:21][CH:22]1[CH2:27][CH2:26][CH2:25][CH2:24][O:23]1)=[O:19])=[N+:13]=[N-:14].O=C1O[C@H]([C@H](CO)O)C([O-])=C1O.[Na+]. (3) Given the product [NH2:1][C:2](=[O:31])[C:3](=[O:30])[CH:4]([NH:12][C:13]([C:15]1[C:16]([C:21]2[S:22][C:23]3[CH:29]=[CH:28][CH:27]=[CH:26][C:24]=3[N:25]=2)=[N:17][CH:18]=[CH:19][CH:20]=1)=[O:14])[CH2:5][C:6]1[CH:7]=[CH:8][CH:9]=[CH:10][CH:11]=1, predict the reactants needed to synthesize it. The reactants are: [NH2:1][C:2](=[O:31])[CH:3]([OH:30])[CH:4]([NH:12][C:13]([C:15]1[C:16]([C:21]2[S:22][C:23]3[CH:29]=[CH:28][CH:27]=[CH:26][C:24]=3[N:25]=2)=[N:17][CH:18]=[CH:19][CH:20]=1)=[O:14])[CH2:5][C:6]1[CH:11]=[CH:10][CH:9]=[CH:8][CH:7]=1.ClCCl.ClC(Cl)C(O)=O.